The task is: Regression. Given a peptide amino acid sequence and an MHC pseudo amino acid sequence, predict their binding affinity value. This is MHC class I binding data.. This data is from Peptide-MHC class I binding affinity with 185,985 pairs from IEDB/IMGT. (1) The peptide sequence is VPRLGDKTF. The MHC is HLA-B15:17 with pseudo-sequence HLA-B15:17. The binding affinity (normalized) is 0.301. (2) The peptide sequence is TWEAWWTEYW. The MHC is HLA-A23:01 with pseudo-sequence HLA-A23:01. The binding affinity (normalized) is 0.199. (3) The peptide sequence is MSPGYVLGVF. The MHC is HLA-A23:01 with pseudo-sequence HLA-A23:01. The binding affinity (normalized) is 0.361. (4) The peptide sequence is GHYTHITAK. The MHC is HLA-B07:02 with pseudo-sequence HLA-B07:02. The binding affinity (normalized) is 0.0847. (5) The peptide sequence is QTPTKLMNK. The MHC is HLA-A11:01 with pseudo-sequence HLA-A11:01. The binding affinity (normalized) is 0.471. (6) The binding affinity (normalized) is 0.0847. The peptide sequence is VFKVKLHEI. The MHC is HLA-B07:02 with pseudo-sequence HLA-B07:02.